Dataset: Forward reaction prediction with 1.9M reactions from USPTO patents (1976-2016). Task: Predict the product of the given reaction. The product is: [C:21]([O:25][C:26]([NH:28][C@@H:29]([CH2:33][O:34][CH2:35][CH2:36][CH2:37][CH:38]=[CH2:39])[C:30]([N:16]1[CH2:17][C@H:18]([OH:20])[CH2:19][C@H:15]1[C:13]([NH:12][C@:7]1([C:5]([O:4][CH2:2][CH3:3])=[O:6])[CH2:9][C@H:8]1[CH:10]=[CH2:11])=[O:14])=[O:31])=[O:27])([CH3:24])([CH3:23])[CH3:22]. Given the reactants Cl.[CH2:2]([O:4][C:5]([C@@:7]1([NH:12][C:13]([C@@H:15]2[CH2:19][C@@H:18]([OH:20])[CH2:17][NH:16]2)=[O:14])[CH2:9][C@H:8]1[CH:10]=[CH2:11])=[O:6])[CH3:3].[C:21]([O:25][C:26]([NH:28][C@@H:29]([CH2:33][O:34][CH2:35][CH2:36][CH2:37][CH:38]=[CH2:39])[C:30](O)=[O:31])=[O:27])([CH3:24])([CH3:23])[CH3:22].CN(C(ON1N=NC2C=CC=NC1=2)=[N+](C)C)C.F[P-](F)(F)(F)(F)F.CCN(C(C)C)C(C)C, predict the reaction product.